This data is from Tyrosyl-DNA phosphodiesterase HTS with 341,365 compounds. The task is: Binary Classification. Given a drug SMILES string, predict its activity (active/inactive) in a high-throughput screening assay against a specified biological target. (1) The drug is Clc1ccc(CNC(=O)COC(=O)Cc2ccsc2)cc1. The result is 0 (inactive). (2) The drug is Clc1cc(NC(=O)C(=O)CC(=O)c2cc(OC)ccc2)c(OC)cc1OC. The result is 0 (inactive). (3) The molecule is N(Cc1ccccc1)C. The result is 0 (inactive). (4) The compound is S(=O)(=O)(N1CCCC1)c1cc(NC(=O)CN2C(=O)C(NC2=O)(c2c(F)ccc(F)c2)C)ccc1. The result is 0 (inactive). (5) The molecule is Fc1ccc(NC(=O)N(CC2NC(C3C2C(=O)N(C3=O)Cc2ccccc2)(Cc2ccccc2)C(OC)=O)CC)cc1. The result is 0 (inactive). (6) The compound is O=C1N(C=2C(CCCC2)=C1Nc1ccccc1)c1ccccc1. The result is 0 (inactive). (7) The molecule is Brc1cc(CNC(c2ccccc2)C)c(OC)cc1. The result is 0 (inactive).